The task is: Predict the product of the given reaction.. This data is from Forward reaction prediction with 1.9M reactions from USPTO patents (1976-2016). (1) Given the reactants Cl[C:2]1[N:7]=[N:6][C:5]([C:8]([C:10]2[CH:15]=[CH:14][N:13]=[CH:12][CH:11]=2)=[O:9])=[C:4]([CH3:16])[C:3]=1[CH3:17].[CH3:18][C@@H:19]1[CH2:24][NH:23][CH2:22][CH2:21][NH:20]1, predict the reaction product. The product is: [CH3:16][C:4]1[C:3]([CH3:17])=[C:2]([N:23]2[CH2:22][CH2:21][NH:20][C@H:19]([CH3:18])[CH2:24]2)[N:7]=[N:6][C:5]=1[C:8]([C:10]1[CH:15]=[CH:14][N:13]=[CH:12][CH:11]=1)=[O:9]. (2) Given the reactants FC1C(F)=C(F)C(F)=C(F)C=1O[C:13]([C:15]1[CH:20]=[CH:19][CH:18]=[CH:17][N:16]=1)=[O:14].[CH3:21][C:22]1[CH:27]=[C:26]([B:28]2[O:32][C:31]([CH3:34])([CH3:33])[C:30]([CH3:36])([CH3:35])[O:29]2)[CH:25]=[C:24]([CH3:37])[C:23]=1[C:38]1[C:42](=[O:43])[CH2:41][CH:40]([CH2:44][C:45]#[N:46])[C:39]=1[O:47][CH3:48].[H][H], predict the reaction product. The product is: [CH3:21][C:22]1[CH:27]=[C:26]([B:28]2[O:32][C:31]([CH3:33])([CH3:34])[C:30]([CH3:36])([CH3:35])[O:29]2)[CH:25]=[C:24]([CH3:37])[C:23]=1[C:38]1[C:42](=[O:43])[CH2:41][CH:40]([CH2:44][CH2:45][NH:46][C:13]([C:15]2[CH:20]=[CH:19][CH:18]=[CH:17][N:16]=2)=[O:14])[C:39]=1[O:47][CH3:48]. (3) Given the reactants [F:1][C:2]1[CH:7]=[CH:6][C:5]([O:8][CH2:9][C@H:10]2[CH2:14][C@H:13](O)[CH2:12][N:11]2[C:16]([O:18][C:19]([CH3:22])([CH3:21])[CH3:20])=[O:17])=[CH:4][CH:3]=1.S(Cl)(C)(=O)=O.[N-:28]=[N+:29]=[N-:30].C([N+](CCCC)(CCCC)CCCC)CCC, predict the reaction product. The product is: [N:28]([C@H:13]1[CH2:12][N:11]([C:16]([O:18][C:19]([CH3:22])([CH3:21])[CH3:20])=[O:17])[C@@H:10]([CH2:9][O:8][C:5]2[CH:6]=[CH:7][C:2]([F:1])=[CH:3][CH:4]=2)[CH2:14]1)=[N+:29]=[N-:30]. (4) Given the reactants Cl[C:2]1[N:7]=[C:6](Cl)[C:5]([CH2:9][NH:10][C:11]2[CH:16]=[CH:15][C:14]([O:17][CH3:18])=[CH:13][CH:12]=2)=[CH:4][N:3]=1.C([Li])CCC.[CH:24]1([N:30]=[C:31]=[O:32])[CH2:29][CH2:28][CH2:27][CH2:26][CH2:25]1.[NH2:33][C:34]1[CH:39]=[CH:38][CH:37]=[CH:36][CH:35]=1, predict the reaction product. The product is: [CH:24]1([N:30]2[C:6]3=[N:7][C:2]([NH:33][C:34]4[CH:39]=[CH:38][CH:37]=[CH:36][CH:35]=4)=[N:3][CH:4]=[C:5]3[CH2:9][N:10]([C:11]3[CH:16]=[CH:15][C:14]([O:17][CH3:18])=[CH:13][CH:12]=3)[C:31]2=[O:32])[CH2:29][CH2:28][CH2:27][CH2:26][CH2:25]1. (5) Given the reactants [CH2:1]([C:3]([F:30])([CH2:28][CH3:29])[CH2:4][N:5]1[CH2:10][CH2:9][CH:8]([CH2:11][O:12][C:13]2[CH:14]=[CH:15][C:16]([C:19]3[CH:27]=[CH:26][C:22]([C:23]([OH:25])=O)=[CH:21][CH:20]=3)=[N:17][CH:18]=2)[CH2:7][CH2:6]1)[CH3:2].C(Cl)CCl.C1C=CC2N(O)N=NC=2C=1.CCN(C(C)C)C(C)C.[NH:54]1[CH2:58][CH2:57][CH2:56][C@H:55]1[C:59]([NH2:61])=[O:60], predict the reaction product. The product is: [CH2:28]([C:3]([F:30])([CH2:1][CH3:2])[CH2:4][N:5]1[CH2:6][CH2:7][CH:8]([CH2:11][O:12][C:13]2[CH:14]=[CH:15][C:16]([C:19]3[CH:20]=[CH:21][C:22]([C:23]([N:54]4[CH2:58][CH2:57][CH2:56][C@H:55]4[C:59]([NH2:61])=[O:60])=[O:25])=[CH:26][CH:27]=3)=[N:17][CH:18]=2)[CH2:9][CH2:10]1)[CH3:29].